From a dataset of Full USPTO retrosynthesis dataset with 1.9M reactions from patents (1976-2016). Predict the reactants needed to synthesize the given product. (1) The reactants are: [BH4-].[Na+].C([O:5][C:6]([CH:8]1[CH2:12][N:11]2[C:13]([C:23]3[S:31][C:30]4[CH:29]=[CH:28][N:27]=[CH:26][C:25]=4[CH:24]=3)=[C:14]([C:16]3[CH:21]=[CH:20][CH:19]=[C:18]([CH3:22])[N:17]=3)[N:15]=[C:10]2[N:9]1C(=O)C)=O)C. Given the product [CH3:22][C:18]1[N:17]=[C:16]([C:14]2[N:15]=[C:10]3[NH:9][CH:8]([CH2:6][OH:5])[CH2:12][N:11]3[C:13]=2[C:23]2[S:31][C:30]3[CH:29]=[CH:28][N:27]=[CH:26][C:25]=3[CH:24]=2)[CH:21]=[CH:20][CH:19]=1, predict the reactants needed to synthesize it. (2) The reactants are: [Br:1][CH2:2][S:3]([C:5]1[CH:10]=[CH:9][C:8]([CH3:11])=[CH:7][CH:6]=1)=O.[CH3:12][C:13]1[CH:18]=[CH:17][C:16]([CH3:19])=[C:15]([CH3:20])[C:14]=1[CH3:21].FC(F)(F)S(OS(C(F)(F)F)(=O)=O)(=O)=O.[H+].[B-:38]([F:42])([F:41])([F:40])[F:39]. Given the product [F:39][B-:38]([F:42])([F:41])[F:40].[Br:1][CH2:2][S+:3]([C:18]1[CH:17]=[C:16]([CH3:19])[C:15]([CH3:20])=[C:14]([CH3:21])[C:13]=1[CH3:12])[C:5]1[CH:10]=[CH:9][C:8]([CH3:11])=[CH:7][CH:6]=1, predict the reactants needed to synthesize it.